From a dataset of Catalyst prediction with 721,799 reactions and 888 catalyst types from USPTO. Predict which catalyst facilitates the given reaction. (1) Reactant: [F:1][C:2]1[CH:7]=[C:6]([F:8])[C:5]([F:9])=[CH:4][C:3]=1[C:10]1[CH:15]=[CH:14][C:13]([O:16][CH2:17][C:18]2[C:26]3[O:25][N:24]=[C:23]([O:27]C(C4C=CC=CC=4)(C4C=CC=CC=4)C4C=CC=CC=4)[C:22]=3[CH:21]=[CH:20][CH:19]=2)=[CH:12][CH:11]=1.Cl. Product: [F:1][C:2]1[CH:7]=[C:6]([F:8])[C:5]([F:9])=[CH:4][C:3]=1[C:10]1[CH:15]=[CH:14][C:13]([O:16][CH2:17][C:18]2[C:26]3[O:25][N:24]=[C:23]([OH:27])[C:22]=3[CH:21]=[CH:20][CH:19]=2)=[CH:12][CH:11]=1. The catalyst class is: 36. (2) Reactant: B(F)(F)F.CC[O:7]CC.OO.[O-][Si]([O-])=O.[Mg+2].O1CCCC1.[F:22][C:23]1[C:31]([O:32][C:33]2[C:38]3=[C:39]([CH3:46])[C:40](C(O)(C)C)=[CH:41][N:37]3[N:36]=[CH:35][N:34]=2)=[CH:30][CH:29]=[C:28]2[C:24]=1[CH:25]=[C:26]([CH3:47])[NH:27]2. Product: [F:22][C:23]1[C:31]([O:32][C:33]2[C:38]3=[C:39]([CH3:46])[C:40]([OH:7])=[CH:41][N:37]3[N:36]=[CH:35][N:34]=2)=[CH:30][CH:29]=[C:28]2[C:24]=1[CH:25]=[C:26]([CH3:47])[NH:27]2. The catalyst class is: 4. (3) Reactant: [F:1][C:2]([F:50])([F:49])[C:3]1[CH:4]=[C:5]([CH:42]=[C:43]([C:45]([F:48])([F:47])[F:46])[CH:44]=1)[CH2:6][N:7]([CH2:20][C:21]1[CH:22]=[CH:23][CH:24]=[C:25]2[C:29]=1[N:28]([C:30](=[O:41])[CH2:31][CH2:32][CH2:33][CH2:34][CH2:35][C:36]([O:38]CC)=[O:37])[CH2:27][CH2:26]2)[C:8]1[N:13]=[CH:12][C:11]([N:14]2[CH2:19][CH2:18][O:17][CH2:16][CH2:15]2)=[CH:10][N:9]=1.[OH-].[Na+].Cl.C(OCC)(=O)C. Product: [F:47][C:45]([F:46])([F:48])[C:43]1[CH:42]=[C:5]([CH:4]=[C:3]([C:2]([F:50])([F:49])[F:1])[CH:44]=1)[CH2:6][N:7]([CH2:20][C:21]1[CH:22]=[CH:23][CH:24]=[C:25]2[C:29]=1[N:28]([C:30](=[O:41])[CH2:31][CH2:32][CH2:33][CH2:34][CH2:35][C:36]([OH:38])=[O:37])[CH2:27][CH2:26]2)[C:8]1[N:13]=[CH:12][C:11]([N:14]2[CH2:19][CH2:18][O:17][CH2:16][CH2:15]2)=[CH:10][N:9]=1. The catalyst class is: 8. (4) Reactant: [CH3:1][C:2]([CH3:21])([CH3:20])[C:3]([C:5]1[N:9]([CH2:10][C:11](O)=[O:12])[C:8]2[CH:14]=[C:15]([O:18][CH3:19])[CH:16]=[CH:17][C:7]=2[N:6]=1)=[O:4].C1C=CC2N(O)N=NC=2C=1.[CH2:32]([NH:36][CH2:37][CH2:38][CH2:39][CH3:40])[CH2:33][CH2:34][CH3:35].CCN(C(C)C)C(C)C. Product: [CH2:32]([N:36]([CH2:37][CH2:38][CH2:39][CH3:40])[C:11](=[O:12])[CH2:10][N:9]1[C:8]2[CH:14]=[C:15]([O:18][CH3:19])[CH:16]=[CH:17][C:7]=2[N:6]=[C:5]1[C:3](=[O:4])[C:2]([CH3:20])([CH3:21])[CH3:1])[CH2:33][CH2:34][CH3:35]. The catalyst class is: 607. (5) Reactant: [NH2:1][C:2]1[CH:3]=[C:4]([CH:19]=[CH:20][CH:21]=1)[CH2:5][N:6]1[CH2:10][CH2:9][C@@H:8]([NH:11][C:12](=[O:18])[O:13][C:14]([CH3:17])([CH3:16])[CH3:15])[CH2:7]1.N1C=CC=CC=1.[CH3:28][S:29](Cl)(=[O:31])=[O:30].O. Product: [CH3:28][S:29]([NH:1][C:2]1[CH:3]=[C:4]([CH:19]=[CH:20][CH:21]=1)[CH2:5][N:6]1[CH2:10][CH2:9][C@@H:8]([NH:11][C:12](=[O:18])[O:13][C:14]([CH3:15])([CH3:16])[CH3:17])[CH2:7]1)(=[O:31])=[O:30]. The catalyst class is: 2.